Dataset: Forward reaction prediction with 1.9M reactions from USPTO patents (1976-2016). Task: Predict the product of the given reaction. (1) Given the reactants O.ON1C2C=CC=CC=2N=N1.Cl.CN(C)CCCN=C=NCC.[Br:24][C:25]1[CH:33]=[CH:32][C:28]([C:29]([OH:31])=O)=[CH:27][C:26]=1[F:34].Cl.[CH3:36][O:37][C:38](=[O:43])[C@H:39]([CH2:41][OH:42])[NH2:40].C(N(CC)CC)C, predict the reaction product. The product is: [CH3:36][O:37][C:38](=[O:43])[C@H:39]([CH2:41][OH:42])[NH:40][C:29](=[O:31])[C:28]1[CH:32]=[CH:33][C:25]([Br:24])=[C:26]([F:34])[CH:27]=1. (2) Given the reactants [C:1]([O:4][C:5](=[O:7])[CH3:6])(=O)[CH3:2].[F:8][C:9]1[CH:14]=[CH:13]C(O)=C[C:10]=1[C:16]1[CH:17]=[N:18][C:19]([N:22]2[C:30]3[C:25](=[CH:26][CH:27]=[C:28]([C:31]([N:33]4[CH2:38][CH2:37][O:36][CH2:35][CH2:34]4)=[O:32])[CH:29]=3)[C:24]([S:39]([CH3:41])=[O:40])=[CH:23]2)=[N:20][CH:21]=1, predict the reaction product. The product is: [C:5]([O:4][C:1]1[CH:13]=[CH:14][C:9]([F:8])=[C:10]([C:16]2[CH:17]=[N:18][C:19]([N:22]3[C:30]4[C:25](=[CH:26][CH:27]=[C:28]([C:31]([N:33]5[CH2:38][CH2:37][O:36][CH2:35][CH2:34]5)=[O:32])[CH:29]=4)[C:24]([S:39]([CH3:41])=[O:40])=[CH:23]3)=[N:20][CH:21]=2)[CH:2]=1)(=[O:7])[CH3:6]. (3) Given the reactants [Si]([O:8][CH:9]1[CH2:14][CH2:13][C:12]([CH2:16][CH2:17][CH:18]2[C:26]3[C:21](=[CH:22][CH:23]=[CH:24][C:25]=3[F:27])[C:20]3=[CH:28][N:29]=[CH:30][N:19]23)([F:15])[CH2:11][CH2:10]1)(C(C)(C)C)(C)C, predict the reaction product. The product is: [F:15][C:12]1([CH2:16][CH2:17][CH:18]2[C:26]3[C:21](=[CH:22][CH:23]=[CH:24][C:25]=3[F:27])[C:20]3=[CH:28][N:29]=[CH:30][N:19]23)[CH2:11][CH2:10][CH:9]([OH:8])[CH2:14][CH2:13]1. (4) Given the reactants Cl[CH2:2][CH2:3][CH2:4][CH2:5][O:6][C:7]1[CH:12]=[CH:11][C:10]([CH3:13])=[C:9]([CH3:14])[CH:8]=1.[CH3:15][CH:16]([CH3:32])[C:17]([NH:19][C:20]1[CH:25]=[CH:24][CH:23]=[C:22]([CH:26]2[CH2:31][CH2:30][NH:29][CH2:28][CH2:27]2)[CH:21]=1)=[O:18], predict the reaction product. The product is: [CH3:14][C:9]1[CH:8]=[C:7]([CH:12]=[CH:11][C:10]=1[CH3:13])[O:6][CH2:5][CH2:4][CH2:3][CH2:2][N:29]1[CH2:30][CH2:31][CH:26]([C:22]2[CH:21]=[C:20]([NH:19][C:17](=[O:18])[CH:16]([CH3:15])[CH3:32])[CH:25]=[CH:24][CH:23]=2)[CH2:27][CH2:28]1.